From a dataset of Peptide-MHC class II binding affinity with 134,281 pairs from IEDB. Regression. Given a peptide amino acid sequence and an MHC pseudo amino acid sequence, predict their binding affinity value. This is MHC class II binding data. (1) The peptide sequence is EVVNDVSTFSSGLVW. The MHC is DRB5_0101 with pseudo-sequence DRB5_0101. The binding affinity (normalized) is 0.0342. (2) The peptide sequence is MGDDHFWAVRGGGGE. The MHC is DRB3_0202 with pseudo-sequence DRB3_0202. The binding affinity (normalized) is 0.0512. (3) The binding affinity (normalized) is 0.344. The peptide sequence is GSDPKKLVLNIKYTR. The MHC is HLA-DPA10201-DPB10101 with pseudo-sequence HLA-DPA10201-DPB10101. (4) The peptide sequence is TSLLISWGHYPLHLR. The MHC is DRB1_1602 with pseudo-sequence DRB1_1602. The binding affinity (normalized) is 0.541. (5) The peptide sequence is LMVVVIPEPGQQRSI. The MHC is DRB4_0103 with pseudo-sequence DRB4_0103. The binding affinity (normalized) is 0.497. (6) The MHC is DRB1_0901 with pseudo-sequence DRB1_0901. The peptide sequence is SQPATGAATVAAGAA. The binding affinity (normalized) is 0.219. (7) The peptide sequence is WWADYEEEWR. The MHC is HLA-DQA10501-DQB10201 with pseudo-sequence HLA-DQA10501-DQB10201. The binding affinity (normalized) is 0.221. (8) The peptide sequence is QQIKFAALSARAVAL. The MHC is DRB3_0202 with pseudo-sequence DRB3_0202. The binding affinity (normalized) is 0.391. (9) The peptide sequence is ETVEKIVDQYREPVK. The MHC is DRB1_1302 with pseudo-sequence DRB1_1302. The binding affinity (normalized) is 0.0401. (10) The peptide sequence is TMTRPILRLLVLAVL. The MHC is DRB1_0404 with pseudo-sequence DRB1_0404. The binding affinity (normalized) is 0.893.